Dataset: Peptide-MHC class II binding affinity with 134,281 pairs from IEDB. Task: Regression. Given a peptide amino acid sequence and an MHC pseudo amino acid sequence, predict their binding affinity value. This is MHC class II binding data. The peptide sequence is ALPTVEVVAAAADEV. The MHC is HLA-DQA10401-DQB10402 with pseudo-sequence HLA-DQA10401-DQB10402. The binding affinity (normalized) is 0.591.